From a dataset of Catalyst prediction with 721,799 reactions and 888 catalyst types from USPTO. Predict which catalyst facilitates the given reaction. (1) Reactant: C([O:5][C:6]([NH:8][C@@H:9]1[CH2:14][CH2:13][C@H:12]([C:15]([O:17][CH3:18])=[O:16])[CH2:11][C@@H:10]1[NH:19][C:20]([C:22]1[NH:23][C:24]2[C:29]([CH:30]=1)=[CH:28][C:27]([Cl:31])=[CH:26][CH:25]=2)=[O:21])=O)(C)(C)C.Cl.[CH3:33][N:34]1[CH2:39][CH2:38][C:37]2[N:40]=[C:41](C([O-])=O)[S:42][C:36]=2[CH2:35]1.[Li+]. Product: [Cl:31][C:27]1[CH:28]=[C:29]2[C:24](=[CH:25][CH:26]=1)[NH:23][C:22]([C:20]([NH:19][C@H:10]1[CH2:11][C@@H:12]([C:15]([O:17][CH3:18])=[O:16])[CH2:13][CH2:14][C@H:9]1[NH:8][C:6]([C:41]1[S:42][C:36]3[CH2:35][N:34]([CH3:33])[CH2:39][CH2:38][C:37]=3[N:40]=1)=[O:5])=[O:21])=[CH:30]2. The catalyst class is: 8. (2) Reactant: [N:1]1[C:8]([NH2:9])=[N:7][C:5]([NH2:6])=[N:4][C:2]=1[NH2:3].C=O. Product: [N:1]1[C:8]([NH2:9])=[N:7][C:5]([NH2:6])=[N:4][C:2]=1[NH2:3]. The catalyst class is: 6. (3) Reactant: [N:1]1([CH2:7][CH2:8][C:9]2[CH:18]=[CH:17][C:12]3[C:13](=[O:16])[O:14][CH2:15][C:11]=3[CH:10]=2)[CH2:6][CH2:5][NH:4][CH2:3][CH2:2]1.[F:19][C:20]1[C:21]([CH2:30][CH:31]=O)=[CH:22][C:23]([O:28][CH3:29])=[C:24]([CH:27]=1)[C:25]#[N:26].[C:33]([BH3-])#N.[Na+]. Product: [F:19][C:20]1[C:21]([CH2:30][CH2:31][N:4]2[CH2:5][CH2:6][N:1]([CH2:7][CH2:8][C:9]3[CH:18]=[CH:17][C:12]4[C:13](=[O:16])[O:14][CH2:15][C:11]=4[C:10]=3[CH3:33])[CH2:2][CH2:3]2)=[CH:22][C:23]([O:28][CH3:29])=[C:24]([CH:27]=1)[C:25]#[N:26]. The catalyst class is: 5. (4) Reactant: [O:1]1[C:5]2[CH:6]=[CH:7][CH:8]=[CH:9][C:4]=2[CH:3]=[C:2]1[C:10]([NH:12][C:13]1([C:19]([NH:21][CH:22]2[CH2:27][CH2:26][N:25]([C:28]3[CH:33]=[CH:32][CH:31]=[CH:30][C:29]=3[NH2:34])[CH2:24][C:23]2=[O:35])=[O:20])[CH2:18][CH2:17][CH2:16][CH2:15][CH2:14]1)=[O:11].C(N(CC)CC)C.Cl[C:44]([O:46][CH2:47][CH3:48])=[O:45]. Product: [O:1]1[C:5]2[CH:6]=[CH:7][CH:8]=[CH:9][C:4]=2[CH:3]=[C:2]1[C:10]([NH:12][C:13]1([C:19]([NH:21][CH:22]2[CH2:27][CH2:26][N:25]([C:28]3[CH:33]=[CH:32][CH:31]=[CH:30][C:29]=3[NH:34][C:44]([O:46][CH2:47][CH3:48])=[O:45])[CH2:24][CH:23]2[OH:35])=[O:20])[CH2:18][CH2:17][CH2:16][CH2:15][CH2:14]1)=[O:11]. The catalyst class is: 4. (5) The catalyst class is: 696. Product: [F:1][C:2]1[CH:3]=[C:4]([N:16]2[C:24]3[C:19](=[C:20]([OH:27])[CH:21]=[C:22]([C:25]#[N:26])[CH:23]=3)[CH:18]=[N:17]2)[CH:5]=[CH:6][C:7]=1[OH:8]. Reactant: [F:1][C:2]1[CH:3]=[C:4]([N:16]2[C:24]3[C:19](=[C:20]([OH:27])[CH:21]=[C:22]([C:25]#[N:26])[CH:23]=3)[CH:18]=[N:17]2)[CH:5]=[CH:6][C:7]=1[O:8]CC1C=CC=CC=1. (6) Reactant: C[OH:2].C(O[C:11]1[C:12]([CH3:30])=[C:13]([CH3:29])[C:14]([NH:18][C:19](=[O:28])[CH2:20][O:21][C:22]2[CH:27]=[CH:26][CH:25]=[CH:24][CH:23]=2)=[N:15][C:16]=1[CH3:17])C1C=CC=CC=1. Product: [OH:2][C:12]1([CH3:30])[CH:11]=[C:16]([CH3:17])[N:15]=[C:14]([NH:18][C:19](=[O:28])[CH2:20][O:21][C:22]2[CH:27]=[CH:26][CH:25]=[CH:24][CH:23]=2)[CH:13]1[CH3:29]. The catalyst class is: 45.